This data is from Catalyst prediction with 721,799 reactions and 888 catalyst types from USPTO. The task is: Predict which catalyst facilitates the given reaction. (1) Reactant: [Cl:1][C:2]1[CH:24]=[CH:23][C:5]([CH2:6][C:7]23[CH2:19][CH2:18][C:17](=[O:20])[CH:16]=[C:15]2[C:14]2[C:9](=[CH:10][C:11]([O:21][CH3:22])=[CH:12][CH:13]=2)[CH2:8]3)=[CH:4][CH:3]=1.C([O-])(O)=O.[Na+].[Br:30]Br. Product: [Br:30][C:16]1[C:17](=[O:20])[CH2:18][CH2:19][C:7]2([CH2:6][C:5]3[CH:4]=[CH:3][C:2]([Cl:1])=[CH:24][CH:23]=3)[C:15]=1[C:14]1[C:9](=[CH:10][C:11]([O:21][CH3:22])=[CH:12][CH:13]=1)[CH2:8]2. The catalyst class is: 53. (2) Reactant: [C:1]([O:9]CC)(=O)[CH2:2][C:3]([O:5][CH2:6][CH3:7])=[O:4].[H-].[Na+].[H][H].[CH3:16][N:17]1[C:22]2[CH:23]=[CH:24][C:25](C)=[CH:26][C:21]=2[C:20](=O)[O:19]C1=O.[ClH:30]. Product: [CH2:6]([O:5][C:3]([C:2]1[C:1](=[O:9])[N:17]([CH3:16])[C:22]2[C:21]([C:20]=1[OH:19])=[CH:26][C:25]([Cl:30])=[CH:24][CH:23]=2)=[O:4])[CH3:7]. The catalyst class is: 44.